From a dataset of Reaction yield outcomes from USPTO patents with 853,638 reactions. Predict the reaction yield, written as a fraction of the theoretical maximum amount of product (1.0 means a 100% yield; for example, 0.34 means a 34% yield). (1) The reactants are [C:1]([CH2:4][CH2:5][C:6]1[C:7]([CH3:13])=[C:8]([CH:11]=O)[NH:9][CH:10]=1)([OH:3])=[O:2].[NH2:14][S:15]([C:18]1[CH:19]=[C:20]2[C:24](=[CH:25][CH:26]=1)[NH:23][C:22](=[O:27])[CH2:21]2)(=[O:17])=[O:16].N1CCCCC1. The catalyst is C(O)C. The product is [CH3:13][C:7]1[C:6]([CH2:5][CH2:4][C:1]([OH:3])=[O:2])=[CH:10][NH:9][C:8]=1[CH:11]=[C:21]1[C:20]2[C:24](=[CH:25][CH:26]=[C:18]([S:15](=[O:17])(=[O:16])[NH2:14])[CH:19]=2)[NH:23][C:22]1=[O:27]. The yield is 0.700. (2) The reactants are Cl.[F:2][C:3]([F:34])([F:33])[CH2:4][CH2:5][C:6]([N:8]1[CH2:13][CH:12]=[C:11]([C:14]2[C:15]3[N:16]([N:20]=[C:21]([NH:23][C:24]4[CH:25]=[N:26][N:27]([CH2:29][C:30](O)=[O:31])[CH:28]=4)[N:22]=3)[CH:17]=[CH:18][CH:19]=2)[CH2:10][CH2:9]1)=[O:7].CCN(C(C)C)C(C)C.[CH3:44][NH:45][CH:46]1[CH2:51][CH2:50][N:49]([CH2:52][CH:53]([CH3:55])[CH3:54])[CH2:48][CH2:47]1.CN(C(ON1N=NC2C=CC=NC1=2)=[N+](C)C)C.F[P-](F)(F)(F)(F)F.N.O. The catalyst is CN(C=O)C.CC#N.O. The product is [CH3:44][N:45]([CH:46]1[CH2:47][CH2:48][N:49]([CH2:52][CH:53]([CH3:55])[CH3:54])[CH2:50][CH2:51]1)[C:30](=[O:31])[CH2:29][N:27]1[CH:28]=[C:24]([NH:23][C:21]2[N:22]=[C:15]3[C:14]([C:11]4[CH2:10][CH2:9][N:8]([C:6](=[O:7])[CH2:5][CH2:4][C:3]([F:34])([F:33])[F:2])[CH2:13][CH:12]=4)=[CH:19][CH:18]=[CH:17][N:16]3[N:20]=2)[CH:25]=[N:26]1. The yield is 0.380. (3) The yield is 0.102. The product is [CH3:9][C:3]1[C:4]([C:5]([O:7][CH3:8])=[O:6])=[C:11]([C:12]2[CH:23]=[CH:16][CH:17]=[C:14]([CH3:15])[CH:13]=2)[O:24][N:2]=1. No catalyst specified. The reactants are C[NH:2][C:3]([CH3:9])=[CH:4][C:5]([O:7][CH3:8])=[O:6].N1[CH:15]=[CH:14][CH:13]=[CH:12][CH:11]=1.[C:16]1([CH3:23])C=CC=C(Cl)[CH:17]=1.[O:24]1CCCC1. (4) The catalyst is CN(C=O)C. The product is [NH2:10][C:11]1[C:19]2[C:14](=[N:15][C:16]([O:33][CH2:3][C:4]3[CH:9]=[CH:8][N:7]=[CH:6][CH:5]=3)=[CH:17][C:18]=2[CH3:20])[S:13][C:12]=1[C:29]([NH2:31])=[O:30]. The yield is 0.590. The reactants are Cl.Cl[CH2:3][C:4]1[CH:9]=[CH:8][N:7]=[CH:6][CH:5]=1.[NH2:10][C:11]1[C:19]2[C:14](=[N:15][C:16](N3CCNCC3)=[CH:17][C:18]=2[CH2:20]CC)[S:13][C:12]=1[C:29]([NH2:31])=[O:30].C(=O)([O-])[O-:33].[K+].[K+].[H-].[Na+]. (5) The reactants are [CH3:1][N:2]([CH3:20])[C:3]([C:5]1[N:14]([CH:15]2[CH2:19][CH2:18][CH2:17][CH2:16]2)[C:8]2[N:9]=[C:10](Cl)[N:11]=[CH:12][C:7]=2[CH:6]=1)=[O:4].C(OC([N:28]1[CH2:33][CH2:32][N:31]([C:34]([C:36]2[CH:37]=[N:38][C:39]([NH2:42])=[CH:40][CH:41]=2)=[O:35])[CH2:30][CH2:29]1)=O)(C)(C)C. No catalyst specified. The product is [CH3:1][N:2]([CH3:20])[C:3]([C:5]1[N:14]([CH:15]2[CH2:19][CH2:18][CH2:17][CH2:16]2)[C:8]2[N:9]=[C:10]([NH:42][C:39]3[CH:40]=[CH:41][C:36]([C:34]([N:31]4[CH2:32][CH2:33][NH:28][CH2:29][CH2:30]4)=[O:35])=[CH:37][N:38]=3)[N:11]=[CH:12][C:7]=2[CH:6]=1)=[O:4]. The yield is 0.410. (6) The reactants are [Br:1][C:2]1[CH:9]=[CH:8][C:5]([C:6]#[N:7])=[C:4](F)[CH:3]=1.Cl.[C:12]1([NH:18][NH2:19])[CH:17]=[CH:16][CH:15]=[CH:14][CH:13]=1.C(N(C(C)C)CC)(C)C. The catalyst is C(O)CCC. The product is [Br:1][C:2]1[CH:3]=[CH:4][C:5]2[C:8]([CH:9]=1)=[N:19][N:18]([C:12]1[CH:17]=[CH:16][CH:15]=[CH:14][CH:13]=1)[C:6]=2[NH2:7]. The yield is 0.260. (7) The reactants are Cl.Cl.C(O[C:6]([C:8]1[CH:9]=[C:10]2[C:14](=[CH:15][CH:16]=1)[NH:13][N:12]=[C:11]2[C:17]1[CH:26]=[CH:25][C:24]2[C:19](=[CH:20][CH:21]=[C:22]([O:27][CH3:28])[CH:23]=2)[CH:18]=1)=[NH:7])C.[CH3:29][N:30]1[CH2:35][CH2:34][CH:33]([CH2:36][C:37]([NH:39][NH2:40])=O)[CH2:32][CH2:31]1.C(N(CC)CC)C. The product is [CH3:28][O:27][C:22]1[CH:23]=[C:24]2[C:19](=[CH:20][CH:21]=1)[CH:18]=[C:17]([C:11]1[C:10]3[C:14](=[CH:15][CH:16]=[C:8]([C:6]4[N:7]=[C:37]([CH2:36][CH:33]5[CH2:32][CH2:31][N:30]([CH3:29])[CH2:35][CH2:34]5)[NH:39][N:40]=4)[CH:9]=3)[NH:13][N:12]=1)[CH:26]=[CH:25]2. The yield is 0.0500. The catalyst is CO.